Dataset: Full USPTO retrosynthesis dataset with 1.9M reactions from patents (1976-2016). Task: Predict the reactants needed to synthesize the given product. (1) Given the product [Cl:1][C:2]1[CH:7]=[CH:6][C:5](/[CH:8]=[CH:9]/[C:10]2[CH:11]=[C:12]([N:16]3[C:20]([CH2:21][O:22][CH3:23])=[C:19]([C:24]([N:38]4[CH2:39][CH2:40][CH:35]([N:30]5[CH2:34][CH2:33][CH2:32][CH2:31]5)[CH2:36][CH2:37]4)=[O:25])[C:18]([CH2:27][O:28][CH3:29])=[N:17]3)[CH:13]=[CH:14][CH:15]=2)=[CH:4][CH:3]=1, predict the reactants needed to synthesize it. The reactants are: [Cl:1][C:2]1[CH:7]=[CH:6][C:5](/[CH:8]=[CH:9]/[C:10]2[CH:11]=[C:12]([N:16]3[C:20]([CH2:21][O:22][CH3:23])=[C:19]([C:24](O)=[O:25])[C:18]([CH2:27][O:28][CH3:29])=[N:17]3)[CH:13]=[CH:14][CH:15]=2)=[CH:4][CH:3]=1.[N:30]1([CH:35]2[CH2:40][CH2:39][NH:38][CH2:37][CH2:36]2)[CH2:34][CH2:33][CH2:32][CH2:31]1. (2) Given the product [CH3:71][C:70]1[CH:69]=[C:68]([CH3:72])[NH:67][C:66](=[O:73])[C:65]=1[CH2:64][NH:63][C:17]([C:16]1[CH:20]=[C:12]([CH:10]2[CH2:9][N:8]([C:6]([O:5][C:1]([CH3:2])([CH3:3])[CH3:4])=[O:7])[CH2:11]2)[CH:13]=[C:14]([N:22]([CH3:29])[CH:23]2[CH2:24][CH2:25][O:26][CH2:27][CH2:28]2)[C:15]=1[CH3:21])=[O:19], predict the reactants needed to synthesize it. The reactants are: [C:1]([O:5][C:6]([N:8]1[CH2:11][CH:10]([C:12]2[CH:13]=[C:14]([N:22]([CH3:29])[CH:23]3[CH2:28][CH2:27][O:26][CH2:25][CH2:24]3)[C:15]([CH3:21])=[C:16]([CH:20]=2)[C:17]([OH:19])=O)[CH2:9]1)=[O:7])([CH3:4])([CH3:3])[CH3:2].CCN(C(C)C)C(C)C.CN(C(ON1N=NC2C=CC=NC1=2)=[N+](C)C)C.F[P-](F)(F)(F)(F)F.[NH2:63][CH2:64][C:65]1[C:66](=[O:73])[NH:67][C:68]([CH3:72])=[CH:69][C:70]=1[CH3:71]. (3) Given the product [CH:3]1[C:4]2[C:9](=[CH:8][CH:7]=[C:6]([C:21]3[CH:22]=[C:17]([CH:18]=[CH:19][CH:20]=3)[C:15]([O:14][CH3:13])=[O:16])[CH:5]=2)[CH:10]=[CH:11][C:2]=1[C:21]1[CH:22]=[C:17]([CH:18]=[CH:19][CH:20]=1)[C:15]([O:14][CH3:13])=[O:16], predict the reactants needed to synthesize it. The reactants are: Br[C:2]1[CH:11]=[CH:10][C:9]2[C:4](=[CH:5][C:6](Br)=[CH:7][CH:8]=2)[CH:3]=1.[CH3:13][O:14][C:15]([C:17]1[CH:18]=[C:19](B(O)O)[CH:20]=[CH:21][CH:22]=1)=[O:16].[F-].[Cs+]. (4) Given the product [Cl:22][C:12]1[C:11]2[C:16](=[CH:17][CH:18]=[C:9]([C:4]3[CH:5]=[CH:6][CH:7]=[CH:8][C:3]=3[O:2][CH3:1])[CH:10]=2)[N:15]=[CH:14][N:13]=1, predict the reactants needed to synthesize it. The reactants are: [CH3:1][O:2][C:3]1[CH:8]=[CH:7][CH:6]=[CH:5][C:4]=1[C:9]1[CH:10]=[C:11]2[C:16](=[CH:17][CH:18]=1)[N:15]=[CH:14][N:13]=[C:12]2O.O=P(Cl)(Cl)[Cl:22]. (5) Given the product [C:1]([O:5][C:6]([NH:8][CH:9]1[CH:14]([O:15][Si:35]([C:32]([CH3:34])([CH3:33])[CH3:31])([CH3:37])[CH3:36])[CH2:13][CH2:12][N:11]([C:16]([O:18][CH2:19][C:20]2[CH:25]=[CH:24][CH:23]=[CH:22][CH:21]=2)=[O:17])[CH2:10]1)=[O:7])([CH3:4])([CH3:2])[CH3:3], predict the reactants needed to synthesize it. The reactants are: [C:1]([O:5][C:6]([NH:8][CH:9]1[CH:14]([OH:15])[CH2:13][CH2:12][N:11]([C:16]([O:18][CH2:19][C:20]2[CH:25]=[CH:24][CH:23]=[CH:22][CH:21]=2)=[O:17])[CH2:10]1)=[O:7])([CH3:4])([CH3:3])[CH3:2].N1C=CN=C1.[CH3:31][C:32]([Si:35](Cl)([CH3:37])[CH3:36])([CH3:34])[CH3:33]. (6) Given the product [CH2:1]([C:4]1[C:9]2[O:14][N:13]=[C:11]([CH3:12])[C:8]=2[CH:7]=[CH:6][C:5]=1[NH:15][C:16](=[O:18])[CH3:17])[CH:2]=[CH2:3], predict the reactants needed to synthesize it. The reactants are: [CH2:1]([C:4]1[C:9](O)=[C:8]([C:11](=[N:13][OH:14])[CH3:12])[CH:7]=[CH:6][C:5]=1[NH:15][C:16](=[O:18])[CH3:17])[CH:2]=[CH2:3].C([O-])(=O)C.[Na+].C(OC(=O)C)(=O)C.C(=O)([O-])[O-].[Na+].[Na+]. (7) Given the product [CH3:1][CH:9]([C:8](=[O:7])[CH2:22][CH2:23][CH3:24])[C:10]([C:12]1[CH:17]=[CH:16][CH:15]=[C:14]([C:18]([F:19])([F:20])[F:21])[CH:13]=1)=[O:11], predict the reactants needed to synthesize it. The reactants are: [C:1](=O)([O-])[O-].[K+].[K+].[OH:7][C:8]([CH2:22][CH2:23][CH3:24])=[CH:9][C:10]([C:12]1[CH:17]=[CH:16][CH:15]=[C:14]([C:18]([F:21])([F:20])[F:19])[CH:13]=1)=[O:11].IC. (8) Given the product [Br:21][C:22]1[CH:23]=[C:24]([N:8]2[CH:7]=[CH:6][C:5]3[C:10](=[CH:11][CH:12]=[C:3]([N:2]([CH3:14])[CH3:1])[CH:4]=3)[C:9]2=[O:13])[CH:25]=[CH:26][CH:27]=1, predict the reactants needed to synthesize it. The reactants are: [CH3:1][N:2]([CH3:14])[C:3]1[CH:4]=[C:5]2[C:10](=[CH:11][CH:12]=1)[C:9](=[O:13])[NH:8][CH:7]=[CH:6]2.C(=O)([O-])[O-].[K+].[K+].[Br:21][C:22]1[CH:27]=[CH:26][CH:25]=[C:24](Br)[CH:23]=1. (9) The reactants are: [H-].[H-].[H-].[H-].[Li+].[Al+3].C(O[C:11](=O)[C:12]1[C:17]([O:18][CH:19]([CH3:21])[CH3:20])=[CH:16][C:15]([Cl:22])=[N:14][C:13]=1[CH3:23])(C)C.O=S(Cl)Cl.C([O-])([O-])=O.[Cs+].[Cs+].[CH:35]1[C:42]([CH:43]([CH3:45])[CH3:44])=[CH:41][CH:40]=[C:38]([CH3:39])[C:36]=1[OH:37]. Given the product [Cl:22][C:15]1[N:14]=[C:13]([CH3:23])[C:12]([CH2:11][O:37][C:36]2[CH:35]=[C:42]([CH:43]([CH3:45])[CH3:44])[CH:41]=[CH:40][C:38]=2[CH3:39])=[C:17]([O:18][CH:19]([CH3:21])[CH3:20])[CH:16]=1, predict the reactants needed to synthesize it.